Dataset: Forward reaction prediction with 1.9M reactions from USPTO patents (1976-2016). Task: Predict the product of the given reaction. Given the reactants [CH:1]([C:3]1[CH:4]=[C:5](B(O)O)[CH:6]=[CH:7][CH:8]=1)=[O:2].Br[C:13]1[CH:14]=[C:15]2[C:19](=[C:20]([C:22]([NH2:24])=[O:23])[CH:21]=1)[NH:18][CH:17]=[C:16]2[CH:25]1[CH2:30][CH2:29][S:28](=[O:32])(=[O:31])[CH2:27][CH2:26]1.C(=O)([O-])[O-].[K+].[K+].O, predict the reaction product. The product is: [O:32]=[S:28]1(=[O:31])[CH2:29][CH2:30][CH:25]([C:16]2[C:15]3[C:19](=[C:20]([C:22]([NH2:24])=[O:23])[CH:21]=[C:13]([C:5]4[CH:6]=[CH:7][CH:8]=[C:3]([CH:1]=[O:2])[CH:4]=4)[CH:14]=3)[NH:18][CH:17]=2)[CH2:26][CH2:27]1.